From a dataset of Full USPTO retrosynthesis dataset with 1.9M reactions from patents (1976-2016). Predict the reactants needed to synthesize the given product. (1) The reactants are: [C:1]([N:8]1[CH2:16][CH2:15][CH:11]([C:12]([OH:14])=O)[CH2:10][CH2:9]1)([O:3][C:4]([CH3:7])([CH3:6])[CH3:5])=[O:2].Cl.[CH3:18][NH:19][O:20][CH3:21].CN1CCOCC1.CCN=C=NCCCN(C)C.C1C=CC2N(O)N=NC=2C=1. Given the product [C:4]([O:3][C:1]([N:8]1[CH2:9][CH2:10][CH:11]([C:12](=[O:14])[N:19]([O:20][CH3:21])[CH3:18])[CH2:15][CH2:16]1)=[O:2])([CH3:5])([CH3:6])[CH3:7], predict the reactants needed to synthesize it. (2) Given the product [ClH:11].[Cl:11][C:8]1[CH:7]=[C:3]([C:4]([NH2:6])=[O:5])[C:2](=[NH:1])[N:10]([CH2:13][C:14]2[CH:19]=[CH:18][C:17]([F:20])=[C:16]([S:21]([CH3:24])(=[O:23])=[O:22])[CH:15]=2)[CH:9]=1, predict the reactants needed to synthesize it. The reactants are: [NH2:1][C:2]1[N:10]=[CH:9][C:8]([Cl:11])=[CH:7][C:3]=1[C:4]([NH2:6])=[O:5].Br[CH2:13][C:14]1[CH:19]=[CH:18][C:17]([F:20])=[C:16]([S:21]([CH3:24])(=[O:23])=[O:22])[CH:15]=1.CO.C(OCC)(=O)C.